The task is: Predict the product of the given reaction.. This data is from Forward reaction prediction with 1.9M reactions from USPTO patents (1976-2016). (1) Given the reactants Cl[C:2]1[CH:7]=[N:6][CH:5]=[C:4]([Cl:8])[N:3]=1.[CH3:9][S:10]([C:13]1[CH:18]=[CH:17][C:16](B(O)O)=[CH:15][CH:14]=1)(=[O:12])=[O:11].P([O-])([O-])([O-])=O.[K+].[K+].[K+], predict the reaction product. The product is: [Cl:8][C:4]1[CH:5]=[N:6][CH:7]=[C:2]([C:16]2[CH:17]=[CH:18][C:13]([S:10]([CH3:9])(=[O:12])=[O:11])=[CH:14][CH:15]=2)[N:3]=1. (2) The product is: [F:3][C:4]([F:20])([F:19])[C:5]([N:8]1[C:12]2=[N:13][CH:14]=[CH:15][CH:16]=[C:11]2[C:10]([C:17]([OH:28])=[O:1])=[CH:9]1)([CH3:7])[CH3:6]. Given the reactants [OH-:1].[K+].[F:3][C:4]([F:20])([F:19])[C:5]([N:8]1[C:12]2=[N:13][CH:14]=[CH:15][CH:16]=[C:11]2[C:10]([C:17]#N)=[CH:9]1)([CH3:7])[CH3:6].Cl.C1COCC1.C[OH:28].O, predict the reaction product.